This data is from Forward reaction prediction with 1.9M reactions from USPTO patents (1976-2016). The task is: Predict the product of the given reaction. (1) Given the reactants [Br:1][C:2]1[CH:3]=[C:4]([NH2:8])[CH:5]=[N:6][CH:7]=1.[C:9]1([S:15](Cl)(=[O:17])=[O:16])[CH:14]=[CH:13][CH:12]=[CH:11][CH:10]=1.Cl, predict the reaction product. The product is: [Br:1][C:2]1[CH:3]=[C:4]([NH:8][S:15]([C:9]2[CH:14]=[CH:13][CH:12]=[CH:11][CH:10]=2)(=[O:17])=[O:16])[CH:5]=[N:6][CH:7]=1. (2) Given the reactants Cl[C:2]1[C:7]([C:8]([C:10](=[CH:13][N:14](C)C)[C:11]#[N:12])=[O:9])=[CH:6][C:5]([N+:17]([O-:19])=[O:18])=[CH:4][N:3]=1, predict the reaction product. The product is: [N+:17]([C:5]1[CH:6]=[C:7]2[C:2](=[N:3][CH:4]=1)[NH:12][CH:11]=[C:10]([C:13]#[N:14])[C:8]2=[O:9])([O-:19])=[O:18]. (3) The product is: [NH2:29][C:27]1[S:28][C:14]([CH2:13][O:12][CH2:5][C:6]2[CH:7]=[CH:8][CH:9]=[CH:10][CH:11]=2)=[C:17]([C:18]([O:20][CH2:21][CH3:22])=[O:19])[N:26]=1. Given the reactants [O-]CC.[Na+].[CH2:5]([O:12][CH2:13][CH:14]=O)[C:6]1[CH:11]=[CH:10][CH:9]=[CH:8][CH:7]=1.Cl[CH:17](Cl)[C:18]([O:20][CH2:21][CH3:22])=[O:19].[Na+].[Cl-].[NH2:26][C:27]([NH2:29])=[S:28], predict the reaction product. (4) Given the reactants [CH:1]1([C:4]([N:6]2[CH2:11][CH2:10][CH:9]([C:12]([O:14]CC)=[O:13])[CH2:8][CH2:7]2)=[O:5])[CH2:3][CH2:2]1.[OH-].[Na+], predict the reaction product. The product is: [CH:1]1([C:4]([N:6]2[CH2:7][CH2:8][CH:9]([C:12]([OH:14])=[O:13])[CH2:10][CH2:11]2)=[O:5])[CH2:2][CH2:3]1. (5) The product is: [F:22][C:21]1[C:15]2[O:14][CH:13]([CH2:12][NH:31][CH3:30])[CH2:17][C:16]=2[CH:18]=[C:19]([C:23]2[CH:28]=[CH:27][CH:26]=[CH:25][C:24]=2[F:29])[CH:20]=1. Given the reactants CC1C=CC(S(O[CH2:12][CH:13]2[CH2:17][C:16]3[CH:18]=[C:19]([C:23]4[CH:28]=[CH:27][CH:26]=[CH:25][C:24]=4[F:29])[CH:20]=[C:21]([F:22])[C:15]=3[O:14]2)(=O)=O)=CC=1.[CH3:30][NH2:31], predict the reaction product. (6) Given the reactants [CH2:1]([C:8]1[C:16]2[C:11](=[CH:12][CH:13]=[C:14]([C:17]3[CH:26]=[CH:25][C:20]([O:21][CH2:22][C:23]#[N:24])=[CH:19][CH:18]=3)[CH:15]=2)[N:10]([CH3:27])[C:9]=1[C:28]1[CH:33]=[CH:32][CH:31]=[CH:30][CH:29]=1)[C:2]1[CH:7]=[CH:6][CH:5]=[CH:4][CH:3]=1.[N-:34]=[N+:35]=[N-:36].[Na+].[NH4+].[Cl-], predict the reaction product. The product is: [CH2:1]([C:8]1[C:16]2[C:11](=[CH:12][CH:13]=[C:14]([C:17]3[CH:26]=[CH:25][C:20]([O:21][CH2:22][C:23]4[NH:36][N:35]=[N:34][N:24]=4)=[CH:19][CH:18]=3)[CH:15]=2)[N:10]([CH3:27])[C:9]=1[C:28]1[CH:33]=[CH:32][CH:31]=[CH:30][CH:29]=1)[C:2]1[CH:3]=[CH:4][CH:5]=[CH:6][CH:7]=1. (7) Given the reactants [CH:1]1([C:4]2[NH:15][C:7]3=[N:8][CH:9]=[CH:10][C:11](B(O)O)=[C:6]3[CH:5]=2)[CH2:3][CH2:2]1.Br[C:17]1[CH:22]=[CH:21][C:20]([S:23]([NH:26][C@H:27]2[CH2:31][CH2:30][CH2:29][C@@H:28]2[OH:32])(=[O:25])=[O:24])=[CH:19][CH:18]=1.P([O-])([O-])([O-])=O.[K+].[K+].[K+].O1CCOCC1, predict the reaction product. The product is: [CH:1]1([C:4]2[NH:15][C:7]3=[N:8][CH:9]=[CH:10][C:11]([C:17]4[CH:22]=[CH:21][C:20]([S:23]([NH:26][C@H:27]5[CH2:31][CH2:30][CH2:29][C@@H:28]5[OH:32])(=[O:25])=[O:24])=[CH:19][CH:18]=4)=[C:6]3[CH:5]=2)[CH2:3][CH2:2]1. (8) Given the reactants [ClH:1].[F:2][C:3]([F:48])([F:47])[C:4]1[CH:9]=[CH:8][C:7](/[CH:10]=[CH:11]/[CH:12]=[CH:13]/[C:14]([N:16]2[CH2:21][CH2:20][N:19]([CH2:22][CH2:23][CH2:24][N:25]3[CH2:30][CH2:29][N:28]([C:31](=[O:46])/[CH:32]=[CH:33]/[CH:34]=[CH:35]/[C:36]4[CH:41]=[CH:40][C:39]([C:42]([F:45])([F:44])[F:43])=[CH:38][CH:37]=4)[CH2:27][CH2:26]3)[CH2:18][CH2:17]2)=[O:15])=[CH:6][CH:5]=1, predict the reaction product. The product is: [ClH:1].[ClH:1].[F:44][C:42]([F:43])([F:45])[C:39]1[CH:40]=[CH:41][C:36](/[CH:35]=[CH:34]/[CH:33]=[CH:32]/[C:31]([N:28]2[CH2:29][CH2:30][N:25]([CH2:24][CH2:23][CH2:22][N:19]3[CH2:20][CH2:21][N:16]([C:14](=[O:15])/[CH:13]=[CH:12]/[CH:11]=[CH:10]/[C:7]4[CH:6]=[CH:5][C:4]([C:3]([F:47])([F:48])[F:2])=[CH:9][CH:8]=4)[CH2:17][CH2:18]3)[CH2:26][CH2:27]2)=[O:46])=[CH:37][CH:38]=1.